From a dataset of Forward reaction prediction with 1.9M reactions from USPTO patents (1976-2016). Predict the product of the given reaction. (1) The product is: [NH2:19][C:18]1[CH:20]=[CH:21][C:22]([O:23][C:24]2[CH:29]=[CH:28][N:27]=[C:26]3[CH:30]=[C:31]([C:3]#[C:2][CH2:1][N:4]4[CH2:9][CH2:8][C:7]([C:11]([F:14])([F:12])[F:13])([OH:10])[CH2:6][CH2:5]4)[S:32][C:25]=23)=[C:16]([F:15])[CH:17]=1. Given the reactants [CH2:1]([N:4]1[CH2:9][CH2:8][C:7]([C:11]([F:14])([F:13])[F:12])([OH:10])[CH2:6][CH2:5]1)[C:2]#[CH:3].[F:15][C:16]1[CH:17]=[C:18]([CH:20]=[CH:21][C:22]=1[O:23][C:24]1[CH:29]=[CH:28][N:27]=[C:26]2[CH:30]=[C:31](I)[S:32][C:25]=12)[NH2:19], predict the reaction product. (2) Given the reactants Cl.[NH2:2][CH2:3][CH2:4][CH2:5][C:6]([O:8]CC)=[O:7].[OH-].[Na+].[CH3:13][C:14]([O:17][C:18](O[C:18]([O:17][C:14]([CH3:16])([CH3:15])[CH3:13])=[O:19])=[O:19])([CH3:16])[CH3:15], predict the reaction product. The product is: [C:14]([O:17][C:18]([NH:2][CH2:3][CH2:4][CH2:5][C:6]([OH:8])=[O:7])=[O:19])([CH3:16])([CH3:15])[CH3:13]. (3) Given the reactants Br[C:2]1[C:3]([CH3:19])=[N:4][N:5]([CH3:18])[C:6]=1[C:7]1[CH:17]=[CH:16][C:10]2[O:11][CH2:12][C:13](=[O:15])[NH:14][C:9]=2[CH:8]=1.[C:20]1(B(O)O)[CH:25]=[CH:24][CH:23]=[CH:22][CH:21]=1.[O-]P([O-])([O-])=O.[K+].[K+].[K+].N#N, predict the reaction product. The product is: [CH3:18][N:5]1[C:6]([C:7]2[CH:17]=[CH:16][C:10]3[O:11][CH2:12][C:13](=[O:15])[NH:14][C:9]=3[CH:8]=2)=[C:2]([C:20]2[CH:25]=[CH:24][CH:23]=[CH:22][CH:21]=2)[C:3]([CH3:19])=[N:4]1.